Dataset: Reaction yield outcomes from USPTO patents with 853,638 reactions. Task: Predict the reaction yield, written as a fraction of the theoretical maximum amount of product (1.0 means a 100% yield; for example, 0.34 means a 34% yield). (1) The catalyst is C1COCC1.[Pd]. The product is [CH3:20][C:11]1([CH3:21])[N:10]2[N:22]=[CH:23][C:24]([S:25]([C:28]([CH3:29])([C:30]3[CH:35]=[CH:34][C:33]([CH3:36])=[CH:32][CH:31]=3)[CH3:37])(=[O:27])=[O:26])=[C:9]2[NH:8][CH:13]([C:14]2[CH:19]=[CH:18][CH:17]=[CH:16][CH:15]=2)[CH2:12]1. The reactants are C([N:8]1[CH:13]([C:14]2[CH:19]=[CH:18][CH:17]=[CH:16][CH:15]=2)[CH2:12][C:11]([CH3:21])([CH3:20])[N:10]2[N:22]=[CH:23][C:24]([S:25]([C:28]([CH3:37])([C:30]3[CH:35]=[CH:34][C:33]([CH3:36])=[CH:32][CH:31]=3)[CH3:29])(=[O:27])=[O:26])=[C:9]12)C1C=CC=CC=1.C(O)C.[H][H]. The yield is 0.910. (2) The product is [OH:9][CH2:8][C:7]1[CH:6]=[CH:5][CH:4]=[C:3]([O:2][CH3:1])[C:11]=1[CH2:10][OH:12]. The catalyst is C1COCC1. The yield is 0.900. The reactants are [CH3:1][O:2][C:3]1[CH:4]=[CH:5][CH:6]=[C:7]2[C:11]=1[C:10](=[O:12])[O:9][CH2:8]2.[H-].[H-].[H-].[H-].[Li+].[Al+3].O.C(Cl)Cl. (3) The reactants are [OH:1][N:2]1[C:6](=[O:7])[C:5]2=[CH:8][CH:9]=[CH:10][CH:11]=[C:4]2[C:3]1=[O:12].C(=O)([O-])[O-].[K+].[K+].[Cl:19][C:20]([Cl:24])=[CH:21][CH2:22]Cl.Cl. The catalyst is CN(C)C=O. The product is [Cl:19][C:20]([Cl:24])=[CH:21][CH2:22][O:1][N:2]1[C:3](=[O:12])[C:4]2=[CH:11][CH:10]=[CH:9][CH:8]=[C:5]2[C:6]1=[O:7]. The yield is 0.900.